Dataset: Full USPTO retrosynthesis dataset with 1.9M reactions from patents (1976-2016). Task: Predict the reactants needed to synthesize the given product. (1) Given the product [OH:1][C:2]1([CH2:36][CH2:37][OH:38])[CH2:3][CH2:4][CH:5]([N:8]2[C:13](=[O:14])[C:12]([CH2:15][C:16]3[CH:17]=[CH:18][C:19]([C:22]4[CH:27]=[CH:26][CH:25]=[CH:24][C:23]=4[C:28]4[NH:54][C:65](=[O:68])[O:66][N:29]=4)=[CH:20][CH:21]=3)=[C:11]([CH2:30][CH2:31][CH3:32])[N:10]3[N:33]=[CH:34][N:35]=[C:9]23)[CH2:6][CH2:7]1, predict the reactants needed to synthesize it. The reactants are: [OH:1][C:2]1([CH2:36][CH2:37][OH:38])[CH2:7][CH2:6][CH:5]([N:8]2[C:13](=[O:14])[C:12]([CH2:15][C:16]3[CH:21]=[CH:20][C:19]([C:22]4[C:23]([C:28]#[N:29])=[CH:24][CH:25]=[CH:26][CH:27]=4)=[CH:18][CH:17]=3)=[C:11]([CH2:30][CH2:31][CH3:32])[N:10]3[N:33]=[CH:34][N:35]=[C:9]23)[CH2:4][CH2:3]1.FC(F)(F)S(O[Si](C(C)(C)C)(C)C)(=O)=O.[N:54]1C(C)=CC=CC=1C.[Cl-].O[NH3+].[C:65](=[O:68])([O-])[OH:66].[Na+]. (2) Given the product [C:1]([N:4]1[CH2:9][CH2:8][N:7]([CH2:10][C:11]2[CH:12]=[C:13]([CH:14]=[C:15]([CH3:17])[CH:16]=2)[NH2:18])[CH2:6][CH2:5]1)(=[O:3])[CH3:2], predict the reactants needed to synthesize it. The reactants are: [C:1]([N:4]1[CH2:9][CH2:8][N:7]([CH2:10][C:11]2[CH:12]=[C:13]([NH:18]C(=O)OC(C)(C)C)[CH:14]=[C:15]([CH3:17])[CH:16]=2)[CH2:6][CH2:5]1)(=[O:3])[CH3:2].C(O)(C(F)(F)F)=O. (3) Given the product [Cl:17][C:18]1[CH:19]=[C:20]([O:29][C:13]2[C:12]([F:16])=[CH:11][C:3]([C:4]([NH:6][S:7]([CH3:10])(=[O:9])=[O:8])=[O:5])=[C:2]([F:1])[CH:14]=2)[CH:21]=[N:22][C:23]=1[O:24][CH:25]1[CH2:28][CH2:27][CH2:26]1, predict the reactants needed to synthesize it. The reactants are: [F:1][C:2]1[CH:14]=[C:13](F)[C:12]([F:16])=[CH:11][C:3]=1[C:4]([NH:6][S:7]([CH3:10])(=[O:9])=[O:8])=[O:5].[Cl:17][C:18]1[CH:19]=[C:20]([OH:29])[CH:21]=[N:22][C:23]=1[O:24][CH:25]1[CH2:28][CH2:27][CH2:26]1.C(=O)([O-])[O-].[K+].[K+]. (4) Given the product [Cl:31][C:21]1[CH:22]=[C:23]([C:24]2[N:6]([CH2:7][C:8]([NH:9][CH:10]([CH3:12])[CH3:11])=[O:13])[C:4](=[O:5])[C:3]3[C:2](=[CH:17][CH:16]=[C:15]([OH:18])[CH:14]=3)[N:1]=2)[CH:29]=[CH:30][C:20]=1[F:19], predict the reactants needed to synthesize it. The reactants are: [NH2:1][C:2]1[CH:17]=[CH:16][C:15]([OH:18])=[CH:14][C:3]=1[C:4]([NH:6][CH2:7][C:8](=[O:13])[NH:9][CH:10]([CH3:12])[CH3:11])=[O:5].[F:19][C:20]1[CH:30]=[CH:29][C:23]([C:24](=N)OCC)=[CH:22][C:21]=1[Cl:31]. (5) Given the product [CH2:21]([O:20][C:18](=[O:19])[CH2:17][N:7]1[CH:2]([CH3:1])[CH2:3][N:4]([C:9]([O:11][C:12]([CH3:13])([CH3:15])[CH3:14])=[O:10])[CH2:5][CH:6]1[CH3:8])[CH3:22], predict the reactants needed to synthesize it. The reactants are: [CH3:1][CH:2]1[NH:7][CH:6]([CH3:8])[CH2:5][N:4]([C:9]([O:11][C:12]([CH3:15])([CH3:14])[CH3:13])=[O:10])[CH2:3]1.Cl[CH2:17][C:18]([O:20][CH2:21][CH3:22])=[O:19].C(=O)([O-])[O-].[K+].[K+].[I-].[K+].